This data is from Full USPTO retrosynthesis dataset with 1.9M reactions from patents (1976-2016). The task is: Predict the reactants needed to synthesize the given product. (1) Given the product [CH:1]1[CH:2]=[CH:3][C:4]2[NH:9][C:8]([OH:10])=[C:7]([C:11]3[NH:12][C:13]4[CH:14]=[CH:15][CH:16]=[CH:17][C:18]=4[C:19]=3[N:22]=[O:23])[C:5]=2[CH:6]=1, predict the reactants needed to synthesize it. The reactants are: [CH:1]1[CH:2]=[CH:3][C:4]2[NH:9][C:8]([OH:10])=[C:7]([C:11]3[C:19](=O)[C:18]4[CH:17]=[CH:16][CH:15]=[CH:14][C:13]=4[N:12]=3)[C:5]=2[CH:6]=1.Cl.[NH2:22][OH:23].[OH-].[K+].O. (2) Given the product [F:38][C:2]1([F:1])[O:6][C:5]2[CH:7]=[CH:8][C:9]([C:11]3([C:14]([NH:16][C@H:17]4[C:26]5[C:21](=[CH:22][C:23]([OH:27])=[CH:24][CH:25]=5)[O:20][C@@H:19]([C:28]5[CH:37]=[CH:36][C:31]([C:32]([OH:34])=[O:33])=[CH:30][CH:29]=5)[CH2:18]4)=[O:15])[CH2:12][CH2:13]3)=[CH:10][C:4]=2[O:3]1, predict the reactants needed to synthesize it. The reactants are: [F:1][C:2]1([F:38])[O:6][C:5]2[CH:7]=[CH:8][C:9]([C:11]3([C:14]([NH:16][C@H:17]4[C:26]5[C:21](=[CH:22][C:23]([OH:27])=[CH:24][CH:25]=5)[O:20][C@@H:19]([C:28]5[CH:37]=[CH:36][C:31]([C:32]([O:34]C)=[O:33])=[CH:30][CH:29]=5)[CH2:18]4)=[O:15])[CH2:13][CH2:12]3)=[CH:10][C:4]=2[O:3]1.[OH-].[Li+]. (3) Given the product [F:36][C:2]([F:1])([F:35])[C:3]1[CH:4]=[C:5]([C:16]2[O:20][N:19]=[C:18]([C:21]3[CH:29]=[CH:28][CH:27]=[C:26]4[C:22]=3[CH:23]=[CH:24][N:25]4[CH2:30][CH2:31][C:32]([NH2:34])=[O:33])[N:17]=2)[CH:6]=[CH:7][C:8]=1[O:9][CH:10]([CH3:15])[C:11]([F:12])([F:14])[F:13], predict the reactants needed to synthesize it. The reactants are: [F:1][C:2]([F:36])([F:35])[C:3]1[CH:4]=[C:5]([C:16]2[O:20][N:19]=[C:18]([C:21]3[CH:29]=[CH:28][CH:27]=[C:26]4[C:22]=3[CH2:23][CH2:24][N:25]4[CH2:30][CH2:31][C:32]([NH2:34])=[O:33])[N:17]=2)[CH:6]=[CH:7][C:8]=1[O:9][CH:10]([CH3:15])[C:11]([F:14])([F:13])[F:12]. (4) Given the product [Br:1][C:2]1[N:3]=[C:4]([CH:16]2[CH2:21][CH2:20][N:19]([C:22]([O:24][C:25]([CH3:28])([CH3:27])[CH3:26])=[O:23])[CH2:18][CH2:17]2)[N:5]([CH2:7][CH2:8][OH:9])[CH:6]=1, predict the reactants needed to synthesize it. The reactants are: [Br:1][C:2]1[N:3]=[C:4]([CH:16]2[CH2:21][CH2:20][N:19]([C:22]([O:24][C:25]([CH3:28])([CH3:27])[CH3:26])=[O:23])[CH2:18][CH2:17]2)[N:5]([CH2:7][CH2:8][O:9]C2CCCCO2)[CH:6]=1.O1CCCC1.Cl. (5) Given the product [CH2:23]([NH:1][CH2:2][C@@H:3]1[C@H:7]2[O:8][C:9]([CH3:12])([CH3:11])[O:10][C@H:6]2[C@H:5]([N:13]2[CH:21]=[N:20][C:19]3[C:14]2=[N:15][CH:16]=[N:17][C:18]=3[NH2:22])[O:4]1)[C:24]1[CH:29]=[CH:28][CH:27]=[CH:26][CH:25]=1, predict the reactants needed to synthesize it. The reactants are: [NH2:1][CH2:2][C@@H:3]1[C@H:7]2[O:8][C:9]([CH3:12])([CH3:11])[O:10][C@H:6]2[C@H:5]([N:13]2[CH:21]=[N:20][C:19]3[C:14]2=[N:15][CH:16]=[N:17][C:18]=3[NH2:22])[O:4]1.[CH:23](=O)[C:24]1[CH:29]=[CH:28][CH:27]=[CH:26][CH:25]=1.[BH-](OC(C)=O)(OC(C)=O)OC(C)=O.[Na+].C(=O)([O-])[O-].[K+].[K+]. (6) Given the product [O:4]1[C:8]2=[C:9]([N:13]3[CH2:18][CH2:17][N:16]([CH2:19][CH2:20][C@H:21]4[CH2:26][CH2:25][C@H:24]([NH:27][C:33](=[O:34])[CH2:32][CH:30]5[CH2:31][O:28][CH2:29]5)[CH2:23][CH2:22]4)[CH2:15][CH2:14]3)[N:10]=[CH:11][CH:12]=[C:7]2[CH2:6][CH2:5]1, predict the reactants needed to synthesize it. The reactants are: Cl.Cl.Cl.[O:4]1[C:8]2=[C:9]([N:13]3[CH2:18][CH2:17][N:16]([CH2:19][CH2:20][C@H:21]4[CH2:26][CH2:25][C@H:24]([NH2:27])[CH2:23][CH2:22]4)[CH2:15][CH2:14]3)[N:10]=[CH:11][CH:12]=[C:7]2[CH2:6][CH2:5]1.[O:28]1[CH2:31][CH:30]([CH2:32][C:33](OC)=[O:34])[CH2:29]1. (7) The reactants are: Br[C:2]1[CH:9]=[CH:8][C:5]([CH:6]=[O:7])=[CH:4][CH:3]=1.CN(C)C=O.[CH:15]1([C:18]#[CH:19])[CH2:17][CH2:16]1.[Cl-].[NH4+]. Given the product [CH:15]1([C:18]#[C:19][C:2]2[CH:9]=[CH:8][C:5]([CH:6]=[O:7])=[CH:4][CH:3]=2)[CH2:17][CH2:16]1, predict the reactants needed to synthesize it. (8) Given the product [Cl:24][C:22]1[CH:23]=[C:18]([S:15]([N:14]([CH2:38][P:39](=[O:40])([O:44][CH2:45][CH3:46])[O:41][CH2:42][CH3:43])[C:10]2[CH:9]=[C:8]3[C:13](=[CH:12][CH:11]=2)[N:5]([C:3](=[O:4])[NH:2][CH3:1])[CH2:6][CH2:7]3)(=[O:17])=[O:16])[CH:19]=[C:20]([Cl:25])[CH:21]=1, predict the reactants needed to synthesize it. The reactants are: [CH3:1][NH:2][C:3]([N:5]1[C:13]2[C:8](=[CH:9][C:10]([NH:14][S:15]([C:18]3[CH:23]=[C:22]([Cl:24])[CH:21]=[C:20]([Cl:25])[CH:19]=3)(=[O:17])=[O:16])=[CH:11][CH:12]=2)[CH2:7][CH2:6]1)=[O:4].C(=O)([O-])[O-].[K+].[K+].FC(F)(F)S(O[CH2:38][P:39]([O:44][CH2:45][CH3:46])([O:41][CH2:42][CH3:43])=[O:40])(=O)=O.O. (9) Given the product [N:3]1[CH:4]=[CH:5][CH:6]=[N:1][C:2]=1[NH:7][CH2:8][CH:9]1[CH2:10][CH2:11][N:12]([C:15](=[O:17])[CH2:52][CH2:51][CH2:50][C:46]2[S:45][CH:49]=[CH:48][CH:47]=2)[CH2:13][CH2:14]1, predict the reactants needed to synthesize it. The reactants are: [N:1]1[CH:6]=[CH:5][CH:4]=[N:3][C:2]=1[NH:7][CH2:8][CH:9]1[CH2:14][CH2:13][N:12]([C:15]([O:17]CC2C=CC=CC=2)=O)[CH2:11][CH2:10]1.N1CCCCC1.C(Cl)CCl.C1C=CC2N(O)N=NC=2C=1.[S:45]1[CH:49]=[CH:48][CH:47]=[C:46]1[CH2:50][CH2:51][CH2:52]C(O)=O. (10) Given the product [OH:12][C@H:11]([C:13]1[CH:22]=[CH:21][C:16]2[C:17](=[O:20])[O:18][CH2:19][C:15]=2[C:14]=1[CH3:23])[CH2:10][N:5]1[CH2:6][CH2:7][CH2:8][CH2:9][CH:4]1[CH2:3][NH:2][CH2:37][C@H:35]([OH:36])[C:26]1[CH:27]=[CH:28][C:29]2[C:30](=[O:34])[O:31][CH2:32][C:33]=2[C:25]=1[CH3:24], predict the reactants needed to synthesize it. The reactants are: Cl.[NH2:2][CH2:3][CH:4]1[CH2:9][CH2:8][CH2:7][CH2:6][N:5]1[CH2:10][C@@H:11]([C:13]1[CH:22]=[CH:21][C:16]2[C:17](=[O:20])[O:18][CH2:19][C:15]=2[C:14]=1[CH3:23])[OH:12].[CH3:24][C:25]1[C:33]2[CH2:32][O:31][C:30](=[O:34])[C:29]=2[CH:28]=[CH:27][C:26]=1[C@@H:35]1[CH2:37][O:36]1.